From a dataset of Catalyst prediction with 721,799 reactions and 888 catalyst types from USPTO. Predict which catalyst facilitates the given reaction. (1) Reactant: [N:1]1[N:5]2[C:6]3[CH2:12][N:11](C(OC(C)(C)C)=O)[CH2:10][C:7]=3[CH:8]=[N:9][C:4]2=[CH:3][CH:2]=1.[ClH:20]. Product: [ClH:20].[N:1]1[N:5]2[C:6]3[CH2:12][NH:11][CH2:10][C:7]=3[CH:8]=[N:9][C:4]2=[CH:3][CH:2]=1. The catalyst class is: 5. (2) Reactant: Cl[C:2]1[N:7]=[C:6]([CH2:8][N:9]2[C:17](=[O:18])[C:16]3[C:11](=[CH:12][CH:13]=[CH:14][CH:15]=3)[C:10]2=[O:19])[CH:5]=[C:4]([O:20][CH2:21][CH:22]2[CH2:24][CH:23]2[C:25]([F:28])([F:27])[F:26])[N:3]=1.[CH:29]1(B(O)O)[CH2:31][CH2:30]1.COC1C=CC=C(OC)C=1C1C=CC=CC=1P(C1CCCCC1)C1CCCCC1.[O-]P([O-])([O-])=O.[K+].[K+].[K+]. Product: [CH:29]1([C:2]2[N:7]=[C:6]([CH2:8][N:9]3[C:17](=[O:18])[C:16]4[C:11](=[CH:12][CH:13]=[CH:14][CH:15]=4)[C:10]3=[O:19])[CH:5]=[C:4]([O:20][CH2:21][CH:22]3[CH2:24][CH:23]3[C:25]([F:28])([F:27])[F:26])[N:3]=2)[CH2:31][CH2:30]1. The catalyst class is: 491.